This data is from NCI-60 drug combinations with 297,098 pairs across 59 cell lines. The task is: Regression. Given two drug SMILES strings and cell line genomic features, predict the synergy score measuring deviation from expected non-interaction effect. (1) Drug 1: CC(C1=C(C=CC(=C1Cl)F)Cl)OC2=C(N=CC(=C2)C3=CN(N=C3)C4CCNCC4)N. Drug 2: C1CCC(C1)C(CC#N)N2C=C(C=N2)C3=C4C=CNC4=NC=N3. Cell line: OVCAR-8. Synergy scores: CSS=0.932, Synergy_ZIP=2.62, Synergy_Bliss=3.64, Synergy_Loewe=-0.556, Synergy_HSA=1.63. (2) Drug 1: CCCCC(=O)OCC(=O)C1(CC(C2=C(C1)C(=C3C(=C2O)C(=O)C4=C(C3=O)C=CC=C4OC)O)OC5CC(C(C(O5)C)O)NC(=O)C(F)(F)F)O. Drug 2: C1=NC(=NC(=O)N1C2C(C(C(O2)CO)O)O)N. Cell line: NCI-H226. Synergy scores: CSS=64.5, Synergy_ZIP=-6.54, Synergy_Bliss=-4.32, Synergy_Loewe=-3.76, Synergy_HSA=-1.35.